Task: Predict the product of the given reaction.. Dataset: Forward reaction prediction with 1.9M reactions from USPTO patents (1976-2016) (1) Given the reactants [CH:1]1([CH2:4][O:5][CH2:6][C:7]2[CH:8]=[CH:9][C:10]([NH:14]C(=O)C(C)(C)C)=[N:11][C:12]=2[CH3:13])[CH2:3][CH2:2]1.[OH-].[Na+], predict the reaction product. The product is: [CH:1]1([CH2:4][O:5][CH2:6][C:7]2[CH:8]=[CH:9][C:10]([NH2:14])=[N:11][C:12]=2[CH3:13])[CH2:3][CH2:2]1. (2) Given the reactants [C:1]([NH:4][C@@H:5]([CH3:30])[CH2:6][O:7][C:8]1[N:13]=[CH:12][C:11]([NH:14][C:15](=[O:28])[C:16]2[CH:21]=[C:20]([Cl:22])[C:19]([O:23][CH2:24][CH:25]3[CH2:27][CH2:26]3)=[N:18][CH:17]=2)=[C:10](Cl)[CH:9]=1)(=[O:3])[CH3:2].C(=O)([O-])[O-].[K+].[K+].O, predict the reaction product. The product is: [Cl:22][C:20]1[CH:21]=[C:16]([C:15]2[O:28][C:10]3[CH:9]=[C:8]([O:7][CH2:6][C@@H:5]([NH:4][C:1](=[O:3])[CH3:2])[CH3:30])[N:13]=[CH:12][C:11]=3[N:14]=2)[CH:17]=[N:18][C:19]=1[O:23][CH2:24][CH:25]1[CH2:27][CH2:26]1. (3) Given the reactants [O:1]=[C:2]([CH2:8][CH2:9][CH2:10][CH2:11][CH2:12][CH2:13][CH2:14][CH2:15][CH2:16][CH2:17][CH3:18])[CH2:3][C:4]([O:6]C)=[O:5].[OH-].[Na+].Cl, predict the reaction product. The product is: [O:1]=[C:2]([CH2:8][CH2:9][CH2:10][CH2:11][CH2:12][CH2:13][CH2:14][CH2:15][CH2:16][CH2:17][CH3:18])[CH2:3][C:4]([OH:6])=[O:5]. (4) Given the reactants [OH:1][CH:2]1[CH:7]([C:8]2[CH:13]=[CH:12][C:11]([O:14][CH2:15][CH2:16][CH2:17][O:18][CH2:19][C:20]3[CH:25]=[CH:24][CH:23]=[CH:22][C:21]=3[O:26][CH3:27])=[CH:10][CH:9]=2)[CH2:6][CH2:5][N:4]([C:28]([O:30][C:31]([CH3:34])([CH3:33])[CH3:32])=[O:29])[CH2:3]1.Cl[CH2:36][C:37]1[CH:45]=[C:44]2[C:40]([CH:41]=[N:42][N:43]2[CH2:46][CH2:47][CH2:48][O:49][CH3:50])=[CH:39][CH:38]=1, predict the reaction product. The product is: [CH3:27][O:26][C:21]1[CH:22]=[CH:23][CH:24]=[CH:25][C:20]=1[CH2:19][O:18][CH2:17][CH2:16][CH2:15][O:14][C:11]1[CH:12]=[CH:13][C:8]([CH:7]2[CH2:6][CH2:5][N:4]([C:28]([O:30][C:31]([CH3:34])([CH3:33])[CH3:32])=[O:29])[CH2:3][CH:2]2[O:1][CH2:36][C:37]2[CH:45]=[C:44]3[C:40]([CH:41]=[N:42][N:43]3[CH2:46][CH2:47][CH2:48][O:49][CH3:50])=[CH:39][CH:38]=2)=[CH:9][CH:10]=1.